This data is from Catalyst prediction with 721,799 reactions and 888 catalyst types from USPTO. The task is: Predict which catalyst facilitates the given reaction. (1) Reactant: [Li].[Cl:2][C:3]1[CH:8]=[C:7]([F:9])[CH:6]=[CH:5][C:4]=1[C@@H:10]1[C:15]([C:16]([O:18][C@H:19](C)[C:20](OC(C)C)=O)=[O:17])=[C:14]([CH2:27][N:28]2[CH2:33][CH2:32][O:31][CH2:30][CH2:29]2)[NH:13][C:12]([C:34]2[S:35][CH:36]=[CH:37][N:38]=2)=[N:11]1. Product: [Cl:2][C:3]1[CH:8]=[C:7]([F:9])[CH:6]=[CH:5][C:4]=1[C@H:10]1[C:15]([C:16]([O:18][CH2:19][CH3:20])=[O:17])=[C:14]([CH2:27][N:28]2[CH2:29][CH2:30][O:31][CH2:32][CH2:33]2)[NH:13][C:12]([C:34]2[S:35][CH:36]=[CH:37][N:38]=2)=[N:11]1. The catalyst class is: 8. (2) The catalyst class is: 54. Product: [CH:1]1([CH:6]([C:22](=[O:23])[C:21]2[CH:26]=[C:27]([O:29][CH3:30])[CH:28]=[C:19]([O:18][CH3:17])[CH:20]=2)[C:7]#[N:8])[CH2:5][CH2:4][CH2:3][CH2:2]1. Reactant: [CH:1]1([CH2:6][C:7]#[N:8])[CH2:5][CH2:4][CH2:3][CH2:2]1.[K].C1(C)C=CC=CC=1.[CH3:17][O:18][C:19]1[CH:20]=[C:21]([CH:26]=[C:27]([O:29][CH3:30])[CH:28]=1)[C:22](OC)=[O:23].Cl. (3) Reactant: CCN(C(C)C)C(C)C.C(Cl)(=O)OCC(C)C.[C:18]([O:22][C:23]([NH:25][CH:26]([CH3:30])[C:27]([OH:29])=O)=[O:24])([CH3:21])([CH3:20])[CH3:19].[Si]([CH:35]=[N+:36]=[N-:37])(C)(C)C. Product: [N+:36](=[CH:35][C:27](=[O:29])[CH:26]([NH:25][C:23](=[O:24])[O:22][C:18]([CH3:19])([CH3:20])[CH3:21])[CH3:30])=[N-:37]. The catalyst class is: 577. (4) Reactant: Br[C:2]1[N:7]=[C:6]2[N:8]([C@H:12]([C:14]3[CH:19]=[CH:18][CH:17]=[CH:16][CH:15]=3)[CH3:13])[C:9]([OH:11])=[N:10][C:5]2=[N:4][CH:3]=1.CN1C[CH2:24][CH2:23][C:22]1=O.C(N(CC)CC)C.C([Sn](CCCC)(CCCC)/C=C/C)CCC. Product: [C:14]1([C@@H:12]([N:8]2[C:6]3=[N:7][C:2](/[CH:22]=[CH:23]/[CH3:24])=[CH:3][N:4]=[C:5]3[N:10]=[C:9]2[OH:11])[CH3:13])[CH:19]=[CH:18][CH:17]=[CH:16][CH:15]=1. The catalyst class is: 518.